Task: Predict which catalyst facilitates the given reaction.. Dataset: Catalyst prediction with 721,799 reactions and 888 catalyst types from USPTO Reactant: [C:1]([O:5][C:6]([C:8]1[C:9]([C:14]2[CH:19]=[CH:18][C:17]([CH2:20][N:21]3[C:25]([CH:26]=O)=[C:24]([Cl:28])[N:23]=[C:22]3[CH2:29][CH2:30][CH2:31][CH3:32])=[CH:16][CH:15]=2)=[CH:10][CH:11]=[CH:12][CH:13]=1)=[O:7])([CH3:4])([CH3:3])[CH3:2].[NH2:33][OH:34].N1C=CC=CC=1. Product: [C:1]([O:5][C:6]([C:8]1[C:9]([C:14]2[CH:19]=[CH:18][C:17]([CH2:20][N:21]3[C:25]([CH:26]=[N:33][OH:34])=[C:24]([Cl:28])[N:23]=[C:22]3[CH2:29][CH2:30][CH2:31][CH3:32])=[CH:16][CH:15]=2)=[CH:10][CH:11]=[CH:12][CH:13]=1)=[O:7])([CH3:2])([CH3:3])[CH3:4]. The catalyst class is: 6.